Task: Predict the reactants needed to synthesize the given product.. Dataset: Full USPTO retrosynthesis dataset with 1.9M reactions from patents (1976-2016) (1) Given the product [CH2:10]([O:17][C:18]1[CH:23]=[CH:22][C:21]([CH2:24][C:25]2[CH:2]=[C:1]([C:3]3[CH:4]=[CH:5][C:6]([NH2:9])=[N:7][CH:8]=3)[O:27][N:26]=2)=[CH:20][CH:19]=1)[C:11]1[CH:12]=[CH:13][CH:14]=[CH:15][CH:16]=1, predict the reactants needed to synthesize it. The reactants are: [C:1]([C:3]1[CH:4]=[CH:5][C:6]([NH2:9])=[N:7][CH:8]=1)#[CH:2].[CH2:10]([O:17][C:18]1[CH:23]=[CH:22][C:21]([CH2:24][C:25](Cl)=[N:26][OH:27])=[CH:20][CH:19]=1)[C:11]1[CH:16]=[CH:15][CH:14]=[CH:13][CH:12]=1.C(N(CC)CC)C. (2) Given the product [N:18]1[CH:23]=[CH:22][CH:21]=[CH:20][C:19]=1[CH2:24][NH:1][CH2:2][C:3]1[CH:17]=[CH:16][C:6]([CH2:7][NH:8][C:9](=[O:15])[O:10][C:11]([CH3:12])([CH3:13])[CH3:14])=[CH:5][CH:4]=1, predict the reactants needed to synthesize it. The reactants are: [NH2:1][CH2:2][C:3]1[CH:17]=[CH:16][C:6]([CH2:7][NH:8][C:9](=[O:15])[O:10][C:11]([CH3:14])([CH3:13])[CH3:12])=[CH:5][CH:4]=1.[N:18]1[CH:23]=[CH:22][CH:21]=[CH:20][C:19]=1[CH:24]=O.[BH4-].[Na+]. (3) Given the product [Cl:14][C:10]1[C:9]([CH3:15])=[C:8]([C:6]2[N:5]=[C:4]([NH2:16])[N:3]=[C:2]([NH:25][C@@H:23]([C:17]3[CH:22]=[CH:21][CH:20]=[CH:19][CH:18]=3)[CH3:24])[CH:7]=2)[CH:13]=[CH:12][CH:11]=1, predict the reactants needed to synthesize it. The reactants are: Cl[C:2]1[CH:7]=[C:6]([C:8]2[CH:13]=[CH:12][CH:11]=[C:10]([Cl:14])[C:9]=2[CH3:15])[N:5]=[C:4]([NH2:16])[N:3]=1.[C:17]1([CH:23]([NH2:25])[CH3:24])[CH:22]=[CH:21][CH:20]=[CH:19][CH:18]=1. (4) Given the product [NH2:13][C:6]1[CH:5]=[C:4]([N+:1]([O-:3])=[O:2])[CH:12]=[CH:11][C:7]=1[C:8]([NH:21][C:20]1[CH:22]=[CH:23][CH:24]=[CH:25][C:19]=1[Cl:18])=[O:10], predict the reactants needed to synthesize it. The reactants are: [N+:1]([C:4]1[CH:5]=[C:6]([NH2:13])[C:7](=[CH:11][CH:12]=1)[C:8]([OH:10])=O)([O-:3])=[O:2].O=S(Cl)Cl.[Cl:18][C:19]1[CH:25]=[CH:24][CH:23]=[CH:22][C:20]=1[NH2:21].C(Cl)(Cl)Cl. (5) Given the product [Si:1]([O:8][C@H:9]1[C@H:13]2[O:14][CH2:15][C@@H:16]([O:17][CH2:18][C:19]3[NH:27][C:26]4[C:21](=[N:22][C:23]([Cl:36])=[C:24]([F:35])[CH:25]=4)[CH:20]=3)[C@H:12]2[O:11][CH2:10]1)([C:4]([CH3:7])([CH3:5])[CH3:6])([CH3:3])[CH3:2], predict the reactants needed to synthesize it. The reactants are: [Si:1]([O:8][C@H:9]1[C@H:13]2[O:14][CH2:15][C@@H:16]([O:17][CH2:18][C:19]#[C:20][C:21]3[C:26]([NH:27]C(=O)OC(C)(C)C)=[CH:25][C:24]([F:35])=[C:23]([Cl:36])[N:22]=3)[C@H:12]2[O:11][CH2:10]1)([C:4]([CH3:7])([CH3:6])[CH3:5])([CH3:3])[CH3:2].C1CCN2C(=NCCC2)CC1.